This data is from Full USPTO retrosynthesis dataset with 1.9M reactions from patents (1976-2016). The task is: Predict the reactants needed to synthesize the given product. (1) Given the product [C:1]([O:4][C@@H:5]1[C@@H:10]([O:11][C:12](=[O:14])[CH3:13])[C@H:9]([O:15][C:16](=[O:18])[CH3:17])[C@@H:8]([CH2:19][O:20][C:21](=[O:23])[CH3:22])[O:7][C@H:6]1[O:24][C:25]1[C:29]([CH2:30][C:31]2[CH:32]=[CH:33][C:34]([O:37][CH2:38][C:39]([C:42]([OH:44])=[O:43])([CH3:41])[CH3:40])=[CH:35][CH:36]=2)=[C:28]([CH:52]([CH3:54])[CH3:53])[NH:27][N:26]=1)(=[O:3])[CH3:2], predict the reactants needed to synthesize it. The reactants are: [C:1]([O:4][C@@H:5]1[C@@H:10]([O:11][C:12](=[O:14])[CH3:13])[C@H:9]([O:15][C:16](=[O:18])[CH3:17])[C@@H:8]([CH2:19][O:20][C:21](=[O:23])[CH3:22])[O:7][C@H:6]1[O:24][C:25]1[C:29]([CH2:30][C:31]2[CH:36]=[CH:35][C:34]([O:37][CH2:38][C:39]([C:42]([O:44]CC3C=CC=CC=3)=[O:43])([CH3:41])[CH3:40])=[CH:33][CH:32]=2)=[C:28]([CH:52]([CH3:54])[CH3:53])[NH:27][N:26]=1)(=[O:3])[CH3:2]. (2) Given the product [OH:6][C:7]1[CH:12]=[CH:11][C:10]([C:13](=[O:16])[CH2:14][CH3:15])=[C:9]([CH3:17])[CH:8]=1, predict the reactants needed to synthesize it. The reactants are: B(Br)(Br)Br.C[O:6][C:7]1[CH:12]=[CH:11][C:10]([C:13](=[O:16])[CH2:14][CH3:15])=[C:9]([CH3:17])[CH:8]=1.O. (3) Given the product [C:14]([N:11]1[CH2:12][CH2:13][C@@H:9]([N:8]([CH3:17])[C:5]2[CH:4]=[CH:3][C:2]([NH:1][C:27]3[N:28]=[C:23]([O:22][C:21]4[CH:20]=[C:19]([NH:18][C:56](=[O:93])[CH:55]=[CH2:60])[CH:48]=[CH:47][CH:46]=4)[C:24]([O:52][CH3:49])=[CH:25][N:26]=3)=[CH:7][CH:6]=2)[CH2:10]1)(=[O:16])[CH3:15], predict the reactants needed to synthesize it. The reactants are: [NH2:1][C:2]1[CH:7]=[CH:6][C:5]([N:8]([CH3:17])[C@@H:9]2[CH2:13][CH2:12][N:11]([C:14](=[O:16])[CH3:15])[CH2:10]2)=[CH:4][CH:3]=1.[NH2:18][C:19]1[CH:20]=[C:21]([CH:46]=[CH:47][CH:48]=1)[O:22][C:23]1[C:24]2C=CN[C:25]=2[N:26]=[C:27](NC2C=C(F)C(OCCOC)=C(F)C=2)[N:28]=1.[C:49]([O-:52])([O-])=O.[K+].[K+].[CH:55]1(P(C2CCCCC2)C2C=CC=CC=2C2C(C(C)C)=CC(C(C)C)=CC=2C(C)C)[CH2:60]CCC[CH2:56]1.CC([OH:93])(C)C. (4) The reactants are: [NH:1]1[CH2:5][CH2:4][CH2:3][CH2:2]1.C(O[BH-](OC(=O)C)OC(=O)C)(=O)C.[Na+].C(O)(=O)C.[Cl:24][C:25]1[CH:32]=[CH:31][C:28]([CH:29]=O)=[CH:27][C:26]=1[C:33]1([CH3:46])[C:41]2[C:36](=[CH:37][CH:38]=[C:39]([O:42][CH2:43][CH3:44])[CH:40]=2)[NH:35][C:34]1=[O:45]. Given the product [Cl:24][C:25]1[CH:32]=[CH:31][C:28]([CH2:29][N:1]2[CH2:5][CH2:4][CH2:3][CH2:2]2)=[CH:27][C:26]=1[C:33]1([CH3:46])[C:41]2[C:36](=[CH:37][CH:38]=[C:39]([O:42][CH2:43][CH3:44])[CH:40]=2)[NH:35][C:34]1=[O:45], predict the reactants needed to synthesize it. (5) The reactants are: [C:1]([O:5][C:6]([N:8]1[CH2:13][CH2:12][CH:11]([CH2:14][O:15][CH2:16][CH:17]([NH2:24])[C:18]2[CH:23]=[CH:22][CH:21]=[CH:20][N:19]=2)[CH2:10][CH2:9]1)=[O:7])([CH3:4])([CH3:3])[CH3:2].[Cl:25][C:26]1[C:34]2[C:29](=[CH:30][C:31]([C:35](O)=[O:36])=[CH:32][CH:33]=2)[NH:28][CH:27]=1. Given the product [C:1]([O:5][C:6]([N:8]1[CH2:13][CH2:12][CH:11]([CH2:14][O:15][CH2:16][CH:17]([NH:24][C:35]([C:31]2[CH:30]=[C:29]3[C:34]([C:26]([Cl:25])=[CH:27][NH:28]3)=[CH:33][CH:32]=2)=[O:36])[C:18]2[CH:23]=[CH:22][CH:21]=[CH:20][N:19]=2)[CH2:10][CH2:9]1)=[O:7])([CH3:4])([CH3:2])[CH3:3], predict the reactants needed to synthesize it.